Dataset: Experimentally validated miRNA-target interactions with 360,000+ pairs, plus equal number of negative samples. Task: Binary Classification. Given a miRNA mature sequence and a target amino acid sequence, predict their likelihood of interaction. (1) The miRNA is hsa-miR-490-3p with sequence CAACCUGGAGGACUCCAUGCUG. The protein sequence of the target gene is MPSDFISLLSADLDLESPKSLYSRESVYDLLPKELQLPPSRETSVASMSQTSGGEAGSPPPAVVAADASSAPSSSSMGGACSSFTTSSSPTIYSTSVTDSKAMQVESCSSAVGVSNRGVSEKQLTSNTVQQHPSTPKRHTVLYISPPPEDLLDNSRMSCQDEGCGLESEQSCSMWMEDSPSNFSNMSTSSYNDNTEVPRKSRKRNPKQRPGVKRRDCEESNMDIFDADSAKAPHYVLSQLTTDNKGNSKAGNGTLENQKGTGVKKSPMLCGQYPVKSEGKELKIVVQPETQHRARYLTEG.... Result: 1 (interaction). (2) The miRNA is hsa-miR-548t-5p with sequence CAAAAGUGAUCGUGGUUUUUG. The protein sequence of the target gene is MNMEGLVMFQDLSIDFSQEEWECLDAAQKDLYRDVMMENYSSLVSLGLSIPKPDVISLLEQGKEPWMVSRDVLGGWCRDSEFRCKTKDSCLPKEIYEVTSSQWVRMEKCHSLVGSSVRDDWECKGQFQHQDINQERYLEKAIMTYETTPTFCLQTSLTLHHRIHPGEKLYKSTECMAFKYGSELTQQQETHTGEKLYKCKECGKAFHHFSYLVKHQRIHTGEKPCACKEYGKAFISGSHLIQHQKMYTDERPHECQESVKAFRPSAHLIQHWRIHTGDKPYECKECGKSFTSGSTLNQHQ.... Result: 1 (interaction). (3) The miRNA is mmu-miR-362-3p with sequence AACACACCUGUUCAAGGAUUCA. The protein sequence of the target gene is MSLQSAQYLRQAEVLKAEMTDSKLGPAEVWTSRQALQDLYQKMLVTDLEYALDKKVEQDLWNHAFKNQITTLQGQAKNRANPNRSEVQANLSLFLEAASGFYTQLLQELCTVFNVDLPCRVKSSQLGIISNKQTHSSTIVKPQSSSCSYICQHCLVHLGDIARYRNQTSQAESYYRHAAQLVPSNGQPYNQLAILASSKGDHLTTIFYYCRSIAVKFPFPAASTNLQKALSKALESRDELKTKWGVSDFIKAFIKFHGHVYLSKSLEKLSPLREKLEEQFKRLLFQKAFNSQQLVHVTVI.... Result: 1 (interaction). (4) The miRNA is hsa-miR-503-5p with sequence UAGCAGCGGGAACAGUUCUGCAG. The protein sequence of the target gene is MLWKLTDNIKYEDCEDRHDGTSNGTARLPQLGTVGQSPYTSAPPLSHTPNADFQPPYFPPPYQPIYPQSQDPYSHVNDPYSLNPLHAQPQPQHPGWPGQRQSQESGLLHTHRGLPHQLSGLDPRRDYRRHEDLLHGPHALSSGLGDLSIHSLPHAIEEVPHVEDPGINIPDQTVIKKGPVSLSKSNSNAVSAIPINKDNLFGGVVNPNEVFCSVPGRLSLLSSTSKYKVTVAEVQRRLSPPECLNASLLGGVLRRAKSKNGGRSLREKLDKIGLNLPAGRRKAANVTLLTSLVEGEAVHL.... Result: 1 (interaction). (5) The miRNA is hsa-miR-5000-5p with sequence CAGUUCAGAAGUGUUCCUGAGU. The protein sequence of the target gene is MEPGPGGRGAARGQRPPNAAQPREQERKLEQEKLSGVVKSVHRRLRKKYREVGDFDKIWREHCEDAETLCEYAVAMKNLADNHWAKTCEGEGRIEWCCSVCREYFQNGGKRKALEKDEKRAVLATKTTPALNVHESSKLEGPLTNLSFTSPDFITELLQASGKIRLLDVGSCFNPFLKFEEFLTVGIDIVPAVESVYKCDFLNLQLQQPLQLAQDAIDAFLKQLRNPIDALPGELFHVVVFSLLLSYFPSPYQRWICCKKAHELLVLNGLLLIITPDSSHQNRHAMMMKSWKIAIESLGF.... Result: 0 (no interaction). (6) The miRNA is hsa-miR-383-3p with sequence ACAGCACUGCCUGGUCAGA. The protein sequence of the target gene is MAAAATMAAAARELVLRAGTSDMEEEEGPLAGGPGLQEPLQLGELDITSDEFILDEVDVHIQANLEDELVKEALKTGVDLRHYSKQVELELQQIEQKSIRDYIQESENIASLHNQITACDAVLERMEQMLGAFQSDLSSISSEIRTLQEQSGAMNIRLRNRQAVRGKLGELVDGLVVPSALVTAILEAPVTEPRFLEQLQELDAKAAAVREQEARGTAACADVRGVLDRLRVKAVTKIREFILQKIYSFRKPMTNYQIPQTALLKYRFFYQFLLGNERATAKEIRDEYVETLSKIYLSYY.... Result: 1 (interaction).